From a dataset of Reaction yield outcomes from USPTO patents with 853,638 reactions. Predict the reaction yield, written as a fraction of the theoretical maximum amount of product (1.0 means a 100% yield; for example, 0.34 means a 34% yield). The reactants are [CH2:1]([O:8][CH2:9][N:10]1[C:15](=[O:16])[C:14]([Br:17])=[N:13][N:12]([CH2:18][C:19](F)(F)C2C=CC=CC=2)[C:11]1=[O:28])[C:2]1[CH:7]=[CH:6][CH:5]=[CH:4][CH:3]=1.[N:29]1(CCO)[CH:33]=[CH:32][CH:31]=[CH:30]1. No catalyst specified. The product is [N:29]1([CH2:19][CH2:18][N:12]2[C:11](=[O:28])[N:10]([CH2:9][O:8][CH2:1][C:2]3[CH:3]=[CH:4][CH:5]=[CH:6][CH:7]=3)[C:15](=[O:16])[C:14]([Br:17])=[N:13]2)[CH:33]=[CH:32][CH:31]=[CH:30]1. The yield is 0.890.